From a dataset of Peptide-MHC class I binding affinity with 185,985 pairs from IEDB/IMGT. Regression. Given a peptide amino acid sequence and an MHC pseudo amino acid sequence, predict their binding affinity value. This is MHC class I binding data. (1) The peptide sequence is YYGLVTEQF. The binding affinity (normalized) is 0.890. The MHC is HLA-A24:02 with pseudo-sequence HLA-A24:02. (2) The peptide sequence is FPFVLAAII. The MHC is HLA-B51:01 with pseudo-sequence HLA-B51:01. The binding affinity (normalized) is 1.00. (3) The peptide sequence is VERLKHGTF. The MHC is HLA-B48:01 with pseudo-sequence HLA-B48:01. The binding affinity (normalized) is 0.0847. (4) The peptide sequence is IINDKGKQY. The MHC is HLA-A68:01 with pseudo-sequence HLA-A68:01. The binding affinity (normalized) is 0. (5) The peptide sequence is DEALRGFLLY. The MHC is HLA-A26:01 with pseudo-sequence HLA-A26:01. The binding affinity (normalized) is 0. (6) The peptide sequence is YLLEMLWRL. The MHC is HLA-B40:01 with pseudo-sequence HLA-B40:01. The binding affinity (normalized) is 0. (7) The peptide sequence is DLKLVDVKL. The MHC is HLA-B48:01 with pseudo-sequence HLA-B48:01. The binding affinity (normalized) is 0.0847.